Task: Predict the reaction yield, written as a fraction of the theoretical maximum amount of product (1.0 means a 100% yield; for example, 0.34 means a 34% yield).. Dataset: Reaction yield outcomes from USPTO patents with 853,638 reactions (1) The reactants are [N+:1]([C:4]1[CH:5]=[CH:6][C:7]([N:10]2[CH2:14][CH2:13][CH2:12][CH2:11]2)=[N:8][CH:9]=1)([O-])=O. The catalyst is CO.[Pd]. The product is [N:10]1([C:7]2[N:8]=[CH:9][C:4]([NH2:1])=[CH:5][CH:6]=2)[CH2:14][CH2:13][CH2:12][CH2:11]1. The yield is 0.970. (2) The reactants are [Cl:1][C:2]1[CH:9]=[CH:8][CH:7]=[CH:6][C:3]=1[CH2:4][NH2:5].[Br:10][C:11]1[CH:19]=[CH:18][C:14]([C:15](Cl)=[O:16])=[CH:13][CH:12]=1.C(N(CC)CC)C. The catalyst is C1COCC1. The product is [Br:10][C:11]1[CH:19]=[CH:18][C:14]([C:15]([NH:5][CH2:4][C:3]2[CH:6]=[CH:7][CH:8]=[CH:9][C:2]=2[Cl:1])=[O:16])=[CH:13][CH:12]=1. The yield is 0.980. (3) The reactants are [C:1]([O:5][C:6]([N:8]1[CH2:12][CH2:11][C@H:10]([O:13][C:14]2[C:15]3[CH2:23][NH:22][CH2:21][CH2:20][C:16]=3[N:17]=[CH:18][N:19]=2)[CH2:9]1)=[O:7])([CH3:4])([CH3:3])[CH3:2].Br[C:25]1[CH:26]=[C:27]([O:33][CH3:34])[C:28]([O:31][CH3:32])=[N:29][CH:30]=1.CC(C)([O-])C.[Na+]. The catalyst is C1C=CC(/C=C/C(/C=C/C2C=CC=CC=2)=O)=CC=1.C1C=CC(/C=C/C(/C=C/C2C=CC=CC=2)=O)=CC=1.C1C=CC(/C=C/C(/C=C/C2C=CC=CC=2)=O)=CC=1.[Pd].[Pd].C(P(C(C)(C)C)C1C=CC=CC=1C1C=CC=CC=1N(C)C)(C)(C)C.C1(C)C=CC=CC=1. The product is [C:1]([O:5][C:6]([N:8]1[CH2:12][CH2:11][C@H:10]([O:13][C:14]2[C:15]3[CH2:23][N:22]([C:25]4[CH:30]=[N:29][C:28]([O:31][CH3:32])=[C:27]([O:33][CH3:34])[CH:26]=4)[CH2:21][CH2:20][C:16]=3[N:17]=[CH:18][N:19]=2)[CH2:9]1)=[O:7])([CH3:4])([CH3:2])[CH3:3]. The yield is 0.740. (4) The reactants are [F:1][C:2]1[CH:7]=[CH:6][C:5]([O:8][CH3:9])=[CH:4][C:3]=1[C:10]1[CH:15]=[CH:14][C:13]([C:16]([O:18][CH3:19])=[O:17])=[CH:12][C:11]=1[C:20]1[C:24](=[O:25])[CH2:23][CH2:22][C:21]=1[CH3:26]. The catalyst is [Pd].CCOC(C)=O. The product is [F:1][C:2]1[CH:7]=[CH:6][C:5]([O:8][CH3:9])=[CH:4][C:3]=1[C:10]1[CH:15]=[CH:14][C:13]([C:16]([O:18][CH3:19])=[O:17])=[CH:12][C:11]=1[CH:20]1[C:24](=[O:25])[CH2:23][CH2:22][CH:21]1[CH3:26]. The yield is 0.870. (5) The reactants are C[O:2][C:3]([C@H:5]1[C@H:9]([C:10]2[CH:15]=[CH:14][CH:13]=[C:12]([Cl:16])[C:11]=2[F:17])[C@:8]([C:20]2[CH:25]=[CH:24][C:23]([Cl:26])=[CH:22][C:21]=2[F:27])([C:18]#[N:19])[C@H:7]([CH2:28][C:29]([CH3:32])([CH3:31])[CH3:30])[N:6]1[CH3:33])=[O:4].[Li+].[OH-]. The catalyst is C1COCC1.CO.O. The product is [Cl:16][C:12]1[C:11]([F:17])=[C:10]([C@@H:9]2[C@:8]([C:20]3[CH:25]=[CH:24][C:23]([Cl:26])=[CH:22][C:21]=3[F:27])([C:18]#[N:19])[C@H:7]([CH2:28][C:29]([CH3:31])([CH3:32])[CH3:30])[N:6]([CH3:33])[C@H:5]2[C:3]([OH:4])=[O:2])[CH:15]=[CH:14][CH:13]=1. The yield is 0.934.